This data is from Full USPTO retrosynthesis dataset with 1.9M reactions from patents (1976-2016). The task is: Predict the reactants needed to synthesize the given product. Given the product [CH3:1][O:2][C:3]1[CH:4]=[N:5][C:6]([CH2:9][OH:10])=[N:7][CH:8]=1, predict the reactants needed to synthesize it. The reactants are: [CH3:1][O:2][C:3]1[CH:4]=[N:5][C:6]([C:9](OC)=[O:10])=[N:7][CH:8]=1.[BH4-].[Na+].